This data is from Peptide-MHC class I binding affinity with 185,985 pairs from IEDB/IMGT. The task is: Regression. Given a peptide amino acid sequence and an MHC pseudo amino acid sequence, predict their binding affinity value. This is MHC class I binding data. (1) The peptide sequence is FVYVSVMNFI. The MHC is HLA-A02:03 with pseudo-sequence HLA-A02:03. The binding affinity (normalized) is 0.734. (2) The peptide sequence is AYIDNYNKS. The MHC is Patr-A0701 with pseudo-sequence Patr-A0701. The binding affinity (normalized) is 0.0269. (3) The peptide sequence is QVGIFLICK. The MHC is HLA-A26:02 with pseudo-sequence HLA-A26:02. The binding affinity (normalized) is 0.0847. (4) The peptide sequence is CSEVPQSGY. The MHC is HLA-A01:01 with pseudo-sequence HLA-A01:01. The binding affinity (normalized) is 0.586. (5) The peptide sequence is TRQQTSFPF. The MHC is HLA-A02:01 with pseudo-sequence HLA-A02:01. The binding affinity (normalized) is 0.213. (6) The peptide sequence is YIIRVTTEL. The MHC is HLA-A68:02 with pseudo-sequence HLA-A68:02. The binding affinity (normalized) is 0.539.